Predict the reaction yield, written as a fraction of the theoretical maximum amount of product (1.0 means a 100% yield; for example, 0.34 means a 34% yield). From a dataset of Reaction yield outcomes from USPTO patents with 853,638 reactions. (1) The reactants are [CH:1]1([C:6]([O:8][CH2:9][O:10][C:11]2[N:16]=[C:15]([NH:17]C=O)[C:14]([F:20])=[CH:13][N:12]=2)=[O:7])[CH2:5][CH2:4][CH2:3][CH2:2]1.C(O)C.O.NN. The catalyst is CCOCC. The product is [CH:1]1([C:6]([O:8][CH2:9][O:10][C:11]2[N:16]=[C:15]([NH2:17])[C:14]([F:20])=[CH:13][N:12]=2)=[O:7])[CH2:5][CH2:4][CH2:3][CH2:2]1. The yield is 0.360. (2) The reactants are Br[C:2]1[N:7]=[C:6]2[N:8]([C@H:12]([C:14]3[CH:19]=[CH:18][CH:17]=[CH:16][CH:15]=3)[CH3:13])[C:9]([OH:11])=[N:10][C:5]2=[N:4][CH:3]=1.CN1C[CH2:24][CH2:23][C:22]1=O.C(N(CC)CC)C.C([Sn](CCCC)(CCCC)/C=C/C)CCC. The catalyst is CCOC(C)=O.C1C=CC([P]([Pd]([P](C2C=CC=CC=2)(C2C=CC=CC=2)C2C=CC=CC=2)([P](C2C=CC=CC=2)(C2C=CC=CC=2)C2C=CC=CC=2)[P](C2C=CC=CC=2)(C2C=CC=CC=2)C2C=CC=CC=2)(C2C=CC=CC=2)C2C=CC=CC=2)=CC=1. The product is [C:14]1([C@@H:12]([N:8]2[C:6]3=[N:7][C:2](/[CH:22]=[CH:23]/[CH3:24])=[CH:3][N:4]=[C:5]3[N:10]=[C:9]2[OH:11])[CH3:13])[CH:19]=[CH:18][CH:17]=[CH:16][CH:15]=1. The yield is 0.540. (3) The reactants are [C:1]([O:5][C:6]([N:8]1[CH:12]([C:13]2[CH:18]=[CH:17][C:16](I)=[CH:15][CH:14]=2)[CH2:11][O:10][C:9]1([CH3:21])[CH3:20])=[O:7])([CH3:4])([CH3:3])[CH3:2].[Cl:22][C:23]1[CH:31]=[CH:30][C:26]([C:27]([NH2:29])=[O:28])=[CH:25][CH:24]=1.P([O-])([O-])([O-])=O.[K+].[K+].[K+]. The catalyst is CS(C)=O.[Cu]I. The product is [C:1]([O:5][C:6]([N:8]1[CH:12]([C:13]2[CH:18]=[CH:17][C:16]([NH:29][C:27](=[O:28])[C:26]3[CH:30]=[CH:31][C:23]([Cl:22])=[CH:24][CH:25]=3)=[CH:15][CH:14]=2)[CH2:11][O:10][C:9]1([CH3:21])[CH3:20])=[O:7])([CH3:4])([CH3:3])[CH3:2]. The yield is 0.690. (4) The reactants are Cl.[NH2:2][C:3]1[C:4]2[C:14]([O:15][CH2:16][C@H:17]3[CH2:22][CH2:21][CH2:20][CH2:19][NH2+:18]3)=[CH:13][CH:12]=[CH:11][C:5]=2[NH:6][S:7](=[O:10])(=[O:9])[N:8]=1.[CH:23]1([C:28](O)=[O:29])[CH2:27][CH2:26][CH2:25][CH2:24]1. No catalyst specified. The product is [NH2:2][C:3]1[C:4]2[C:14]([O:15][CH2:16][C@H:17]3[CH2:22][CH2:21][CH2:20][CH2:19][N:18]3[C:28]([CH:23]3[CH2:27][CH2:26][CH2:25][CH2:24]3)=[O:29])=[CH:13][CH:12]=[CH:11][C:5]=2[NH:6][S:7](=[O:9])(=[O:10])[N:8]=1. The yield is 0.250. (5) The reactants are [C:1]12([CH2:11][O:12][C:13]3[C:18]([CH:19]=[CH2:20])=[CH:17][N:16]4[CH:21]=[N:22][N:23]=[C:15]4[CH:14]=3)[CH2:10][CH:5]3[CH2:6][CH:7]([CH2:9][CH:3]([CH2:4]3)[CH2:2]1)[CH2:8]2.[H][H]. The catalyst is CO. The product is [C:1]12([CH2:11][O:12][C:13]3[C:18]([CH2:19][CH3:20])=[CH:17][N:16]4[CH:21]=[N:22][N:23]=[C:15]4[CH:14]=3)[CH2:2][CH:3]3[CH2:4][CH:5]([CH2:6][CH:7]([CH2:9]3)[CH2:8]1)[CH2:10]2. The yield is 0.550. (6) The reactants are [F:1][C:2]1[CH:3]=[C:4]2[C:8](=[CH:9][CH:10]=1)[NH:7][C:6](=[O:11])[C:5]2=[O:12].[H-].[Na+].[CH3:15][O:16][C:17]1[CH:24]=[CH:23][C:20]([CH2:21]Cl)=[CH:19][CH:18]=1.O. The catalyst is CN(C=O)C.C(OCC)(=O)C.CCCCCC. The product is [F:1][C:2]1[CH:3]=[C:4]2[C:8](=[CH:9][CH:10]=1)[N:7]([CH2:21][C:20]1[CH:23]=[CH:24][C:17]([O:16][CH3:15])=[CH:18][CH:19]=1)[C:6](=[O:11])[C:5]2=[O:12]. The yield is 0.800. (7) The reactants are [Br:1][C:2]1[CH:3]=[CH:4][C:5]([O:19]C)=[C:6]([CH:18]=1)[CH2:7][CH:8]1[CH2:11][N:10]([C:12](=[O:17])[C:13]([F:16])([F:15])[F:14])[CH2:9]1.B(Br)(Br)Br.C([O-])(O)=O.[Na+].CCOC(C)=O. The catalyst is C(Cl)Cl. The product is [Br:1][C:2]1[CH:3]=[CH:4][C:5]([OH:19])=[C:6]([CH:18]=1)[CH2:7][CH:8]1[CH2:11][N:10]([C:12](=[O:17])[C:13]([F:15])([F:16])[F:14])[CH2:9]1. The yield is 0.920. (8) The reactants are ClC1C=C[N:5]=[C:4]2C=C(C(N3CC[C@@H](OC)C3)=O)SC=12.[CH3:20][O:21][C@@H:22]1[CH2:26][CH2:25][N:24]([C:27]([C:29]2[S:37][C:36]3[C:31](=[N:32][CH:33]=[CH:34][C:35]=3[O:38][C:39]3[CH:40]=[CH:41][C:42]4[C:46]([C:47]([OH:49])=O)=[C:45]([CH3:50])S[C:43]=4[CH:51]=3)[CH:30]=2)=[O:28])[CH2:23]1.C([O-])([O-])=[O:53].[Cs+].[Cs+]. No catalyst specified. The product is [CH3:4][NH:5][C:47]([C:46]1[C:42]2[CH:41]=[CH:40][C:39]([O:38][C:35]3[CH:34]=[CH:33][N:32]=[C:31]4[CH:30]=[C:29]([C:27]([N:24]5[CH2:25][CH2:26][CH:22]([O:21][CH3:20])[CH2:23]5)=[O:28])[S:37][C:36]=34)=[CH:51][C:43]=2[O:53][C:45]=1[CH3:50])=[O:49]. The yield is 0.590. (9) The reactants are N[C:2]1[CH:3]=[C:4]([CH:9]=[C:10]([Br:12])[CH:11]=1)[C:5]([O:7]C)=[O:6].N([O-])=[O:14].[Na+]. The catalyst is O.OS(O)(=O)=O. The product is [Br:12][C:10]1[CH:9]=[C:4]([CH:3]=[C:2]([OH:14])[CH:11]=1)[C:5]([OH:7])=[O:6]. The yield is 0.780. (10) The reactants are Br[C:2]1[CH:3]=[C:4]([CH:8]2[O:12]CCO2)[S:5][C:6]=1[CH3:7].CC1CCCO1.C([Li])CCC.[B:24](OC(C)C)([O:29]C(C)C)[O:25]C(C)C. The catalyst is C(OCC)C.CCCCCC.C1(C)C=CC=CC=1. The product is [CH:8]([C:4]1[S:5][C:6]([CH3:7])=[C:2]([B:24]([OH:29])[OH:25])[CH:3]=1)=[O:12]. The yield is 0.530.